Dataset: Drug-target binding data from BindingDB using Ki measurements. Task: Regression. Given a target protein amino acid sequence and a drug SMILES string, predict the binding affinity score between them. We predict pKi (pKi = -log10(Ki in M); higher means stronger inhibition). Dataset: bindingdb_ki. (1) The small molecule is CN1CCN(C(=O)c2cc3cc(Cl)ccc3[nH]2)CC1. The target protein (Q91ZY2) has sequence MSESNSTGILPPAAQVPLAFLMSSFAFAIMVGNAVVILAFVVDRNLRHRSNYFFLNLAISDFLVGLISIPLYIPHVLFNWNFGSGICMFWLITDYLLCTASVYNIVLISYDRYQSVSNAVSYRAQHTGIMKIVAQMVAVWILAFLVNGPMILASDSWKNSTNTKDCEPGFVTEWYILTITMLLEFLLPVISVAYFNVQIYWSLWKRRALSRCPSHAGFSTTSSSASGHLHRAGVACRTSNPGLKESAASRHSESPRRKSSILVSLRTHMNSSITAFKVGSFWRSESAALRQREYAELLRGRKLARSLAILLSAFAICWAPYCLFTIVLSTYPRTERPKSVWYSIAFWLQWFNSFVNPFLYPLCHRRFQKAFWKILCVTKQPALSQNQSVSS. The pKi is 8.3. (2) The compound is N[C@@H](Cn1oc(=O)[nH]c1=O)C(=O)O. The target protein sequence is MVLLLILSVLLLKEDVRGSAQSSERRVVAHMPGDIIIGALFSVHHQPTVDKVHERKCGAVREQYGIQRVEAMLHTLERINSDPTLLPNITLGCEIRDSCWHSAVALEQSIEFIRDSLISAEEEEGLVRCVDGSSSFRSKKPIVGVIGPGSSSVAIQVQNLLQLFNIPQIAYSATSMDLSDKTLFKYFMRVVPSDAQQARAMVDIVKRYNWTYVSAVHTEGNYGESGMEAFKDMSAKEGICIAHSYKIYSNAGEQSFDKLLKKLTSHLPKARVVACFCEGMTVRGLLMAMRRLGLAGEFLLLGSDGWADRYDVTDGYQREAVGGITIKLQSPDVKWFDDYYLKLRPETNLRNPWFQEFWQHRFQCRLEGFAQENSKYNKTCNSSLTLRTHHVQDSKMGFVINAIYSMAYGLHNMQMSLCPGYAGLCDAMKPIDGRKLLDSLMKTNFTGVSGDMILFDENGDSPGRYEIMNFKEMRKDYFDYINVGSWDNGELKMDDDEVWS.... The pKi is 7.3. (3) The small molecule is O=C(O)Cn1c(=O)c(=O)[nH]c2cc([N+](=O)[O-])c(-n3ccc(CN4CCC(c5ccccc5)CC4)c3)cc21. The target protein (Q16478) has sequence MPAELLLLLIVAFASPSCQVLSSLRMAAILDDQTVCGRGERLALALAREQINGIIEVPAKARVEVDIFELQRDSQYETTDTMCQILPKGVVSVLGPSSSPASASTVSHICGEKEIPHIKVGPEETPRLQYLRFASVSLYPSNEDVSLAVSRILKSFNYPSASLICAKAECLLRLEELVRGFLISKETLSVRMLDDSRDPTPLLKEIRDDKVSTIIIDANASISHLILRKASELGMTSAFYKYILTTMDFPILHLDGIVEDSSNILGFSMFNTSHPFYPEFVRSLNMSWRENCEASTYLGPALSAALMFDAVHVVVSAVRELNRSQEIGVKPLACTSANIWPHGTSLMNYLRMVEYDGLTGRVEFNSKGQRTNYTLRILEKSRQGHREIGVWYSNRTLAMNATTLDINLSQTLANKTLVVTTILENPYVMRRPNFQALSGNERFEGFCVDMLRELAELLRFRYRLRLVEDGLYGAPEPNGSWTGMVGELINRKADLAVAAF.... The pKi is 4.7. (4) The drug is CCSC(NC(=O)[C@H](Cc1ccccc1)NS(=O)(=O)N1CCOCC1)C(=O)N[C@@H](CC1CCCCC1)[C@@H](O)[C@@H](O)CC(C)C. The target protein (P07267) has sequence MFSLKALLPLALLLVSANQVAAKVHKAKIYKHELSDEMKEVTFEQHLAHLGQKYLTQFEKANPEVVFSREHPFFTEGGHDVPLTNYLNAQYYTDITLGTPPQNFKVILDTGSSNLWVPSNECGSLACFLHSKYDHEASSSYKANGTEFAIQYGTGSLEGYISQDTLSIGDLTIPKQDFAEATSEPGLTFAFGKFDGILGLGYDTISVDKVVPPFYNAIQQDLLDEKRFAFYLGDTSKDTENGGEATFGGIDESKFKGDITWLPVRRKAYWEVKFEGIGLGDEYAELESHGAAIDTGTSLITLPSGLAEMINAEIGAKKGWTGQYTLDCNTRDNLPDLIFNFNGYNFTIGPYDYTLEVSGSCISAITPMDFPEPVGPLAIVGDAFLRKYYSIYDLGNNAVGLAKAI. The pKi is 4.8.